Predict the reaction yield, written as a fraction of the theoretical maximum amount of product (1.0 means a 100% yield; for example, 0.34 means a 34% yield). From a dataset of Reaction yield outcomes from USPTO patents with 853,638 reactions. (1) The catalyst is CN(C)C1C=CN=CC=1.N1C=CC=CC=1. The reactants are [Si:1]([O:8][C:9]1[CH:14]=[CH:13][C:12]([C:15]2[N:16]=[C:17]([C:22]3[C:31]4[C:26](=[CH:27][CH:28]=[CH:29][CH:30]=4)[CH:25]=[CH:24][CH:23]=3)[C:18]([NH2:21])=[N:19][CH:20]=2)=[CH:11][CH:10]=1)([C:4]([CH3:7])([CH3:6])[CH3:5])([CH3:3])[CH3:2].[Si:32]([O:39][C:40]1[CH:45]=[CH:44][C:43]([CH2:46][C:47](Cl)=[O:48])=[CH:42][CH:41]=1)([C:35]([CH3:38])([CH3:37])[CH3:36])([CH3:34])[CH3:33].O. The product is [Si:32]([O:39][C:40]1[CH:41]=[CH:42][C:43]([CH2:46][C:47]([NH:21][C:18]2[C:17]([C:22]3[C:31]4[C:26](=[CH:27][CH:28]=[CH:29][CH:30]=4)[CH:25]=[CH:24][CH:23]=3)=[N:16][C:15]([C:12]3[CH:13]=[CH:14][C:9]([O:8][Si:1]([C:4]([CH3:7])([CH3:5])[CH3:6])([CH3:3])[CH3:2])=[CH:10][CH:11]=3)=[CH:20][N:19]=2)=[O:48])=[CH:44][CH:45]=1)([C:35]([CH3:38])([CH3:37])[CH3:36])([CH3:34])[CH3:33]. The yield is 0.559. (2) The reactants are Cl[C:2]1[N:7]=[C:6]([NH:8][C:9]2[CH:10]=[C:11]([NH:15][C:16](=[O:18])[CH3:17])[CH:12]=[CH:13][CH:14]=2)[C:5]([F:19])=[CH:4][N:3]=1.[CH3:20][O:21][C:22]1[CH:23]=[C:24]([CH:26]=[C:27]([O:31][CH3:32])[C:28]=1[O:29][CH3:30])[NH2:25].Cl.O1CCOCC1. The catalyst is CC(O)C. The product is [F:19][C:5]1[C:6]([NH:8][C:9]2[CH:10]=[C:11]([NH:15][C:16](=[O:18])[CH3:17])[CH:12]=[CH:13][CH:14]=2)=[N:7][C:2]([NH:25][C:24]2[CH:26]=[C:27]([O:31][CH3:32])[C:28]([O:29][CH3:30])=[C:22]([O:21][CH3:20])[CH:23]=2)=[N:3][CH:4]=1. The yield is 0.490. (3) The reactants are [Br:1][C:2]1[CH:3]=[CH:4][C:5]([O:12][CH3:13])=[C:6]([C@H:8]([CH3:11])[CH2:9][OH:10])[CH:7]=1.CC(OI1(OC(C)=O)(OC(C)=O)OC(=O)C2C=CC=CC1=2)=O. The catalyst is C(Cl)Cl. The product is [Br:1][C:2]1[CH:3]=[CH:4][C:5]([O:12][CH3:13])=[C:6]([C@H:8]([CH3:11])[CH:9]=[O:10])[CH:7]=1. The yield is 0.880. (4) The reactants are [C:1]([O:5][C:6](=[O:18])[NH:7][C:8]1[C:9]2[N:10]([N:15]=[CH:16][CH:17]=2)[C:11](I)=[CH:12][CH:13]=1)([CH3:4])([CH3:3])[CH3:2].[CH3:19][N:20](C=O)C. The catalyst is [C-]#N.[Zn+2].[C-]#N.[Pd].C1(P(C2C=CC=CC=2)C2C=CC=CC=2)C=CC=CC=1.C1(P(C2C=CC=CC=2)C2C=CC=CC=2)C=CC=CC=1.C1(P(C2C=CC=CC=2)C2C=CC=CC=2)C=CC=CC=1.C1(P(C2C=CC=CC=2)C2C=CC=CC=2)C=CC=CC=1. The product is [C:1]([O:5][C:6](=[O:18])[NH:7][C:8]1[C:9]2[N:10]([N:15]=[CH:16][CH:17]=2)[C:11]([C:19]#[N:20])=[CH:12][CH:13]=1)([CH3:4])([CH3:3])[CH3:2]. The yield is 0.930. (5) The reactants are C([O:3][C:4](=[O:27])[CH2:5][P:6]([C:11]1([NH:16][C:17]([O:19][CH2:20][C:21]2[CH:26]=[CH:25][CH:24]=[CH:23][CH:22]=2)=[O:18])[CH2:13][CH:12]1[CH:14]=[CH2:15])([O:8][CH2:9][CH3:10])=[O:7])C.[OH-].[Na+]. The catalyst is C1COCC1. The product is [CH2:20]([O:19][C:17]([NH:16][C:11]1([P:6]([CH2:5][C:4]([OH:27])=[O:3])([O:8][CH2:9][CH3:10])=[O:7])[CH2:13][CH:12]1[CH:14]=[CH2:15])=[O:18])[C:21]1[CH:22]=[CH:23][CH:24]=[CH:25][CH:26]=1. The yield is 0.690. (6) The reactants are [Cl:1][C:2]1[CH:7]=[C:6]([Cl:8])[N:5]=[CH:4][C:3]=1CO.S(Cl)(Cl)(=O)=O.[C:16]([Cl:20])(Cl)([Cl:18])[Cl:17]. No catalyst specified. The product is [Cl:8][C:6]1[CH:7]=[C:2]([Cl:1])[C:3]([C:16]([Cl:20])([Cl:18])[Cl:17])=[CH:4][N:5]=1. The yield is 0.120. (7) The reactants are [C:1]([O:5][C:6]([N:8]1[CH2:13][CH2:12][C:11](=[CH:14][C:15]2[CH:24]=[CH:23][C:22]3[C:17](=[CH:18][CH:19]=[CH:20][CH:21]=3)[CH:16]=2)[CH2:10][CH2:9]1)=[O:7])([CH3:4])([CH3:3])[CH3:2]. The catalyst is CCO.[Pd]. The product is [C:1]([O:5][C:6]([N:8]1[CH2:13][CH2:12][CH:11]([CH2:14][C:15]2[CH:24]=[CH:23][C:22]3[C:17](=[CH:18][CH:19]=[CH:20][CH:21]=3)[CH:16]=2)[CH2:10][CH2:9]1)=[O:7])([CH3:4])([CH3:2])[CH3:3]. The yield is 0.960. (8) The reactants are Br[CH2:2][C:3]1[CH:8]=[CH:7][CH:6]=[C:5]([N+:9]([O-:11])=[O:10])[C:4]=1[F:12].[NH:13]1[CH2:18][CH2:17][O:16][CH2:15][CH2:14]1. The catalyst is C1(C)C=CC=CC=1. The product is [F:12][C:4]1[C:5]([N+:9]([O-:11])=[O:10])=[CH:6][CH:7]=[CH:8][C:3]=1[CH2:2][N:13]1[CH2:18][CH2:17][O:16][CH2:15][CH2:14]1. The yield is 0.890. (9) The catalyst is Cl. The product is [OH:1][C:2]1([C:31]([OH:33])=[O:32])[CH2:7][CH2:6][CH:5]([N:8]2[C:16]([NH:17][C:18]3[C:23]([F:24])=[CH:22][C:21]([F:25])=[CH:20][C:19]=3[F:26])=[N:15][C:14]3[C:9]2=[N:10][C:11]([NH:27][CH:28]([CH3:30])[CH3:29])=[N:12][CH:13]=3)[CH2:4][CH2:3]1. The yield is 0.730. The reactants are [OH:1][C:2]1([C:31]([O:33]C)=[O:32])[CH2:7][CH2:6][CH:5]([N:8]2[C:16]([NH:17][C:18]3[C:23]([F:24])=[CH:22][C:21]([F:25])=[CH:20][C:19]=3[F:26])=[N:15][C:14]3[C:9]2=[N:10][C:11]([NH:27][CH:28]([CH3:30])[CH3:29])=[N:12][CH:13]=3)[CH2:4][CH2:3]1.